Dataset: NCI-60 drug combinations with 297,098 pairs across 59 cell lines. Task: Regression. Given two drug SMILES strings and cell line genomic features, predict the synergy score measuring deviation from expected non-interaction effect. (1) Drug 1: CCC1=CC2CC(C3=C(CN(C2)C1)C4=CC=CC=C4N3)(C5=C(C=C6C(=C5)C78CCN9C7C(C=CC9)(C(C(C8N6C)(C(=O)OC)O)OC(=O)C)CC)OC)C(=O)OC.C(C(C(=O)O)O)(C(=O)O)O. Drug 2: CCCCC(=O)OCC(=O)C1(CC(C2=C(C1)C(=C3C(=C2O)C(=O)C4=C(C3=O)C=CC=C4OC)O)OC5CC(C(C(O5)C)O)NC(=O)C(F)(F)F)O. Cell line: COLO 205. Synergy scores: CSS=24.8, Synergy_ZIP=-0.565, Synergy_Bliss=1.69, Synergy_Loewe=-1.72, Synergy_HSA=1.68. (2) Drug 1: CNC(=O)C1=CC=CC=C1SC2=CC3=C(C=C2)C(=NN3)C=CC4=CC=CC=N4. Drug 2: CN(C(=O)NC(C=O)C(C(C(CO)O)O)O)N=O. Cell line: HCC-2998. Synergy scores: CSS=-2.12, Synergy_ZIP=-1.66, Synergy_Bliss=-10.1, Synergy_Loewe=-16.7, Synergy_HSA=-10.9. (3) Drug 1: CC12CCC3C(C1CCC2=O)CC(=C)C4=CC(=O)C=CC34C. Cell line: NCI/ADR-RES. Drug 2: C1CN(CCN1C(=O)CCBr)C(=O)CCBr. Synergy scores: CSS=36.1, Synergy_ZIP=-1.74, Synergy_Bliss=2.21, Synergy_Loewe=-3.22, Synergy_HSA=1.37.